This data is from CYP2C9 inhibition data for predicting drug metabolism from PubChem BioAssay. The task is: Regression/Classification. Given a drug SMILES string, predict its absorption, distribution, metabolism, or excretion properties. Task type varies by dataset: regression for continuous measurements (e.g., permeability, clearance, half-life) or binary classification for categorical outcomes (e.g., BBB penetration, CYP inhibition). Dataset: cyp2c9_veith. The molecule is CC(NC(=O)C1(C)CC1(Br)Br)C(C)(C)C. The result is 1 (inhibitor).